This data is from Reaction yield outcomes from USPTO patents with 853,638 reactions. The task is: Predict the reaction yield, written as a fraction of the theoretical maximum amount of product (1.0 means a 100% yield; for example, 0.34 means a 34% yield). (1) The product is [NH2:22][C:17]1[N:16]=[C:15]([NH:14][CH2:13][C:12]([N:11]([CH:8]2[CH2:9][CH2:10][N:5]([CH2:4][CH:1]3[CH2:3][CH2:2]3)[CH2:6][CH2:7]2)[CH3:33])=[O:32])[C:20]([CH3:21])=[CH:19][N:18]=1. The catalyst is C(Cl)Cl. The reactants are [CH:1]1([CH2:4][N:5]2[CH2:10][CH2:9][CH:8]([N:11]([CH3:33])[C:12](=[O:32])[CH2:13][NH:14][C:15]3[C:20]([CH3:21])=[CH:19][N:18]=[C:17]([NH:22]CC4C=CC(OC)=CC=4)[N:16]=3)[CH2:7][CH2:6]2)[CH2:3][CH2:2]1.FC(F)(F)C(O)=O. The yield is 0.680. (2) The yield is 0.690. The reactants are Br[C:2]1[CH:7]=[N:6][C:5]([Br:8])=[CH:4][N:3]=1.[N:9]1([C:15]([O:17][C:18]([CH3:21])([CH3:20])[CH3:19])=[O:16])[CH2:14][CH2:13][NH:12][CH2:11][CH2:10]1.C([O-])([O-])=O.[K+].[K+]. The product is [Br:8][C:5]1[N:6]=[CH:7][C:2]([N:12]2[CH2:11][CH2:10][N:9]([C:15]([O:17][C:18]([CH3:21])([CH3:20])[CH3:19])=[O:16])[CH2:14][CH2:13]2)=[N:3][CH:4]=1. The catalyst is CN1C(=O)CCC1. (3) The reactants are O=[C:2]1[CH2:7][CH2:6][N:5]([C:8]([O:10][CH2:11][C:12]2[CH:17]=[CH:16][CH:15]=[CH:14][CH:13]=2)=[O:9])[CH2:4][CH2:3]1.[NH2:18][C:19]([CH3:23])([CH3:22])[CH2:20][OH:21].CC(O)=O.C([BH3-])#N.[Na+].C([O-])(O)=O.[Na+].[OH-].[Na+]. The catalyst is CO. The product is [OH:21][CH2:20][C:19]([NH:18][CH:2]1[CH2:7][CH2:6][N:5]([C:8]([O:10][CH2:11][C:12]2[CH:17]=[CH:16][CH:15]=[CH:14][CH:13]=2)=[O:9])[CH2:4][CH2:3]1)([CH3:23])[CH3:22]. The yield is 0.580. (4) The reactants are [NH2:1][C:2]1([C:8]([OH:10])=[O:9])[CH2:7][CH2:6][CH2:5][CH2:4][CH2:3]1.O.[C:12](=[O:15])([O-])[O-:13].[K+].[K+]. The catalyst is O1CCCC1.CN(C1C=CN=CC=1)C. The product is [C:2]([O:13][C:12]([NH:1][C:2]1([C:8]([OH:10])=[O:9])[CH2:7][CH2:6][CH2:5][CH2:4][CH2:3]1)=[O:15])([CH3:8])([CH3:7])[CH3:3]. The yield is 0.210. (5) The reactants are Br[CH2:2][C:3](=O)[C:4]([O:6][CH2:7][CH3:8])=[O:5].C(=O)(O)[O-].[Na+].[C:15]([N:18]1[CH2:23][CH2:22][C@H:21]([NH:24][C:25](=[O:34])[O:26][CH2:27][C:28]2[CH:33]=[CH:32][CH:31]=[CH:30][CH:29]=2)[C@H:20]([O:35][CH3:36])[CH2:19]1)(=[O:17])[NH2:16]. The catalyst is C1COCC1. The product is [CH2:27]([O:26][C:25]([NH:24][C@H:21]1[CH2:22][CH2:23][N:18]([C:15]2[O:17][CH:2]=[C:3]([C:4]([O:6][CH2:7][CH3:8])=[O:5])[N:16]=2)[CH2:19][C@H:20]1[O:35][CH3:36])=[O:34])[C:28]1[CH:33]=[CH:32][CH:31]=[CH:30][CH:29]=1. The yield is 0.790. (6) The reactants are C1CCN2C(=NCCC2)CC1.[C:12]1([C:18]2[C:22]3[CH:23]=[CH:24][CH:25]=[CH:26][C:21]=3[O:20][C:19]=2[CH:27](O)[CH3:28])[CH:17]=[CH:16][CH:15]=[CH:14][CH:13]=1.C1(P([N:44]=[N+:45]=[N-:46])(C2C=CC=CC=2)=O)C=CC=CC=1. The catalyst is C1COCC1. The product is [N:44]([CH:27]([C:19]1[O:20][C:21]2[CH:26]=[CH:25][CH:24]=[CH:23][C:22]=2[C:18]=1[C:12]1[CH:17]=[CH:16][CH:15]=[CH:14][CH:13]=1)[CH3:28])=[N+:45]=[N-:46]. The yield is 0.820.